From a dataset of Full USPTO retrosynthesis dataset with 1.9M reactions from patents (1976-2016). Predict the reactants needed to synthesize the given product. (1) The reactants are: C1(P(C2C=CC=CC=2)C2C=CC=CC=2)C=CC=CC=1.CC[O:22]C(/N=N/C(OCC)=O)=O.C([O:34][C:35](=[O:53])[CH:36]([O:51][CH3:52])[CH2:37][C:38]1[CH:43]=[CH:42][C:41]([C:44]#[C:45][CH2:46][CH2:47][CH2:48][CH2:49][OH:50])=[CH:40][CH:39]=1)C.[C:54]1([C:60]2[CH:65]=[CH:64][C:63](O)=[CH:62][CH:61]=2)[CH:59]=[CH:58][CH:57]=[CH:56][CH:55]=1. Given the product [C:60]1([C:54]2[CH:55]=[CH:56][CH:57]=[CH:58][CH:59]=2)[CH:61]=[CH:62][C:63]([O:50][CH2:49][CH2:48][CH2:47][CH2:46][CH2:45][C:44]([C:41]2[CH:40]=[CH:39][C:38]([CH2:37][C@H:36]([O:51][CH3:52])[C:35]([OH:34])=[O:53])=[CH:43][CH:42]=2)=[O:22])=[CH:64][CH:65]=1, predict the reactants needed to synthesize it. (2) Given the product [CH3:24][Si:12]([CH3:11])([CH3:23])[C:13]#[C:14][C:15]#[C:16][CH2:17][CH2:18]/[CH:19]=[CH:20]/[CH:21]=[O:22], predict the reactants needed to synthesize it. The reactants are: CS(C)=O.C(Cl)(=O)C(Cl)=O.[CH3:11][Si:12]([CH3:24])([CH3:23])[C:13]#[C:14][C:15]#[C:16][CH2:17][CH2:18]/[CH:19]=[CH:20]/[CH2:21][OH:22].C(N(CC)CC)C. (3) Given the product [NH2:40][C@@H:36]([CH2:1][CH2:2][C:3]([NH:5][C@H:6]([C:29]([NH:31][CH2:32][C:33]([OH:35])=[O:34])=[O:30])[CH2:7][SH:8])=[O:4])[C:37]([OH:39])=[O:38], predict the reactants needed to synthesize it. The reactants are: [CH2:1]([C@H:36]([NH2:40])[C:37]([OH:39])=[O:38])[CH2:2][C:3]([NH:5][C@H:6]([C:29]([NH:31][CH2:32][C:33]([OH:35])=[O:34])=[O:30])[CH2:7][S:8][S:8][CH2:7][C@H:6]([NH:5][C:3]([CH2:2][CH2:1][C@H:36]([NH2:40])[C:37]([OH:39])=[O:38])=[O:4])[C:29]([NH:31][CH2:32][C:33]([OH:35])=[O:34])=[O:30])=[O:4].FC(F)(F)S([O-])(=O)=O.C[N+]1C=CC=CC=1C=C. (4) Given the product [CH3:16][C:11]1[S:10][C:9]2[NH:8][C:3]3[CH:4]=[CH:5][CH:6]=[CH:7][C:2]=3[N:1]=[C:14]([NH2:15])[C:13]=2[CH:12]=1, predict the reactants needed to synthesize it. The reactants are: [NH2:1][C:2]1[CH:7]=[CH:6][CH:5]=[CH:4][C:3]=1[NH:8][C:9]1[S:10][C:11]([CH3:16])=[CH:12][C:13]=1[C:14]#[N:15].Cl. (5) Given the product [CH3:1][C@H:2]([CH2:3][CH2:4][CH3:5])[CH2:6][C:7]([OH:9])=[O:8], predict the reactants needed to synthesize it. The reactants are: [CH3:1][C@@H:2]([CH:6](C(O)=O)[C:7]([OH:9])=[O:8])[CH2:3][CH2:4][CH3:5].C1CCN2C(=NCCC2)CC1. (6) Given the product [CH2:9]([NH:16][C:18]1[CH:26]=[CH:25][CH:24]=[CH:23][C:19]=1[C:20]([OH:22])=[O:21])[C:10]1[CH:15]=[CH:14][CH:13]=[CH:12][CH:11]=1, predict the reactants needed to synthesize it. The reactants are: [O-]P([O-])([O-])=O.[K+].[K+].[K+].[CH2:9]([NH2:16])[C:10]1[CH:15]=[CH:14][CH:13]=[CH:12][CH:11]=1.Br[C:18]1[CH:26]=[CH:25][CH:24]=[CH:23][C:19]=1[C:20]([OH:22])=[O:21].C(O)CO. (7) Given the product [CH3:15][CH2:14][CH2:13][CH2:12][C:16]1[CH:17]=[C:18]([C:2]2[CH:9]=[CH:8][CH:7]=[C:4]([C:5]#[N:6])[C:3]=2[C:10]#[N:11])[CH:19]=[CH:20][CH:21]=1, predict the reactants needed to synthesize it. The reactants are: Cl[C:2]1[CH:9]=[CH:8][CH:7]=[C:4]([C:5]#[N:6])[C:3]=1[C:10]#[N:11].[CH2:12]([C:16]1[CH:21]=[CH:20][C:19](B(O)O)=[CH:18][CH:17]=1)[CH2:13][CH2:14][CH3:15].[F-].[Cs+].